This data is from Reaction yield outcomes from USPTO patents with 853,638 reactions. The task is: Predict the reaction yield, written as a fraction of the theoretical maximum amount of product (1.0 means a 100% yield; for example, 0.34 means a 34% yield). (1) The reactants are [CH2:1]([C:7]1[CH:8]=[C:9]([C:19]2[C:20]3[NH:24][C:23]([CH:25]=[C:26]4[N:60]=[C:29]([C:30]([C:42]5[CH:47]=[C:46]([CH2:48][CH2:49][CH2:50][CH2:51][CH2:52][CH3:53])[CH:45]=[C:44]([CH2:54][CH2:55][CH2:56][CH2:57][CH2:58][CH3:59])[CH:43]=5)=[C:31]5[NH:41][C:34](=[CH:35][C:36]6[CH:37]=[CH:38][C:39]=2[N:40]=6)[CH:33]=[CH:32]5)[CH:28]=[CH:27]4)=[CH:22][CH:21]=3)[CH:10]=[C:11]([CH2:13][CH2:14][CH2:15][CH2:16][CH2:17][CH3:18])[CH:12]=1)[CH2:2][CH2:3][CH2:4][CH2:5][CH3:6].[Br:61]N1C(=O)CCC1=O. The catalyst is C(Cl)(Cl)Cl. The product is [CH2:13]([C:11]1[CH:10]=[C:9]([C:19]2[C:20]3[NH:24][C:23]([CH:25]=[C:26]4[N:60]=[C:29]([C:30]([C:42]5[CH:43]=[C:44]([CH2:54][CH2:55][CH2:56][CH2:57][CH2:58][CH3:59])[CH:45]=[C:46]([CH2:48][CH2:49][CH2:50][CH2:51][CH2:52][CH3:53])[CH:47]=5)=[C:31]5[NH:41][C:34](=[C:35]([Br:61])[C:36]6[CH:37]=[CH:38][C:39]=2[N:40]=6)[CH:33]=[CH:32]5)[CH:28]=[CH:27]4)=[CH:22][CH:21]=3)[CH:8]=[C:7]([CH2:1][CH2:2][CH2:3][CH2:4][CH2:5][CH3:6])[CH:12]=1)[CH2:14][CH2:15][CH2:16][CH2:17][CH3:18]. The yield is 0.680. (2) The reactants are [CH3:1][O:2][CH:3]([O:14][CH3:15])[CH2:4][S:5]([CH2:8][CH:9]([O:12][CH3:13])[O:10][CH3:11])(=O)=O.COCCCl. The catalyst is [Br-].C([N+](CCCC)(CCCC)CCCC)CCC.O. The product is [CH3:1][O:2][CH:3]([O:14][CH3:15])[CH2:4][S:5][CH2:8][CH:9]([O:10][CH3:11])[O:12][CH3:13]. The yield is 0.630. (3) The reactants are [CH2:1]([O:3][C:4]([C:6]1[C:10]([CH3:11])=[CH:9][S:8][C:7]=1[NH:12][C:13]([O:15][C:16]([CH3:19])([CH3:18])[CH3:17])=[O:14])=[O:5])[CH3:2].[Br:20]N1C(=O)CCC1=O. The catalyst is C(Cl)(Cl)Cl. The product is [CH2:1]([O:3][C:4]([C:6]1[C:10]([CH3:11])=[C:9]([Br:20])[S:8][C:7]=1[NH:12][C:13]([O:15][C:16]([CH3:18])([CH3:17])[CH3:19])=[O:14])=[O:5])[CH3:2]. The yield is 0.910. (4) The reactants are [NH2:1][C:2]1[CH:3]=[CH:4][C:5]([Cl:8])=[N:6][CH:7]=1.C(N(CC)C(C)C)(C)C.[F:18][C:19]([F:30])([F:29])[C:20]1[CH:21]=[C:22]([CH:26]=[CH:27][CH:28]=1)[C:23](Cl)=[O:24].C(OCC)(=O)C. The catalyst is C(#N)C. The product is [Cl:8][C:5]1[CH:4]=[CH:3][C:2]([NH:1][C:23](=[O:24])[C:22]2[CH:26]=[CH:27][CH:28]=[C:20]([C:19]([F:18])([F:29])[F:30])[CH:21]=2)=[CH:7][N:6]=1. The yield is 0.940. (5) The reactants are [C:1]([NH2:10])(=[O:9])[CH2:2][CH2:3][CH2:4][CH2:5][CH2:6][CH2:7][CH3:8].[CH2:11]([N:13]([CH2:22][CH3:23])[C:14]1[CH:21]=[CH:20][C:17]([CH:18]=O)=[CH:16][CH:15]=1)[CH3:12]. No catalyst specified. The product is [CH2:11]([N:13]([CH2:22][CH3:23])[C:14]1[CH:21]=[CH:20][C:17]([CH:18]([NH:10][C:1](=[O:9])[CH2:2][CH2:3][CH2:4][CH2:5][CH2:6][CH2:7][CH3:8])[NH:10][C:1](=[O:9])[CH2:2][CH2:3][CH2:4][CH2:5][CH2:6][CH2:7][CH3:8])=[CH:16][CH:15]=1)[CH3:12]. The yield is 0.680. (6) The reactants are Cl[C:2]1[N:3]=[C:4]([N:14]2[CH2:19][CH2:18][O:17][CH2:16][CH2:15]2)[C:5]2[S:10][C:9]([CH2:11][NH:12][CH3:13])=[CH:8][C:6]=2[N:7]=1.[C:20](Cl)(=[O:27])[C:21]1[CH:26]=[CH:25][CH:24]=[CH:23][CH:22]=1.CC1(C)C(C)(C)OB([C:37]2[CH:45]=[CH:44][CH:43]=[C:42]3[C:38]=2[CH:39]=[N:40][NH:41]3)O1. No catalyst specified. The product is [NH:41]1[C:42]2[C:38](=[C:37]([C:2]3[N:3]=[C:4]([N:14]4[CH2:19][CH2:18][O:17][CH2:16][CH2:15]4)[C:5]4[S:10][C:9]([CH2:11][N:12]([CH3:13])[C:20](=[O:27])[C:21]5[CH:26]=[CH:25][CH:24]=[CH:23][CH:22]=5)=[CH:8][C:6]=4[N:7]=3)[CH:45]=[CH:44][CH:43]=2)[CH:39]=[N:40]1. The yield is 0.720.